Dataset: Catalyst prediction with 721,799 reactions and 888 catalyst types from USPTO. Task: Predict which catalyst facilitates the given reaction. Reactant: [CH2:1]([O:8][C:9]1[CH:16]=[CH:15][C:12]([CH:13]=[O:14])=[C:11]([Cl:17])[CH:10]=1)[C:2]1[CH:7]=[CH:6][CH:5]=[CH:4][CH:3]=1.[CH3:18][O:19][CH2:20][C:21]([O:23][CH3:24])=[O:22].[CH3:25][Si]([N-][Si](C)(C)C)(C)C.[Na+]. The catalyst class is: 1. Product: [CH2:24]([O:23][C:21](=[O:22])[CH:20]([O:19][CH3:18])[CH:13]([C:12]1[CH:15]=[CH:16][C:9]([O:8][CH2:1][C:2]2[CH:3]=[CH:4][CH:5]=[CH:6][CH:7]=2)=[CH:10][C:11]=1[Cl:17])[OH:14])[CH3:25].